Dataset: Full USPTO retrosynthesis dataset with 1.9M reactions from patents (1976-2016). Task: Predict the reactants needed to synthesize the given product. (1) Given the product [CH3:9][C:8]1[C:3]([N:17]2[CH2:25][CH2:24][CH:20]([C:21]([NH2:23])=[O:22])[CH2:19][CH2:18]2)=[N:4][CH:5]=[N:6][CH:7]=1, predict the reactants needed to synthesize it. The reactants are: Cl.Cl[C:3]1[C:8]([CH3:9])=[CH:7][N:6]=[CH:5][N:4]=1.C(N(CC)CC)C.[NH:17]1[CH2:25][CH2:24][CH:20]([C:21]([NH2:23])=[O:22])[CH2:19][CH2:18]1.C(=O)([O-])O.[Na+]. (2) Given the product [CH3:7][C:8]1[CH:9]=[CH:10][C:11]([C:14]2[O:15][C:16]([CH3:37])=[C:17]([CH2:19][CH2:20][O:21][C:22]3[CH:31]=[CH:30][CH:29]=[C:28]4[C:23]=3[CH2:24][CH2:25][CH:26]=[C:27]4[CH2:32][CH2:33][C:34]#[N:36])[N:18]=2)=[CH:12][CH:13]=1, predict the reactants needed to synthesize it. The reactants are: O1CCOCC1.[CH3:7][C:8]1[CH:13]=[CH:12][C:11]([C:14]2[O:15][C:16]([CH3:37])=[C:17]([CH2:19][CH2:20][O:21][C:22]3[CH:31]=[CH:30][CH:29]=[C:28]4[C:23]=3[CH2:24][CH2:25][CH:26]=[C:27]4[CH2:32][CH2:33][C:34]([NH2:36])=O)[N:18]=2)=[CH:10][CH:9]=1.FC(F)(F)C(O)=O. (3) Given the product [CH:25]1([C:22]2[CH:23]=[N:24][C:16]([NH:15][C:11]3[CH:10]=[C:9]4[C:14](=[CH:13][CH:12]=3)[N:6]([CH2:5][C:4]3[CH:28]=[CH:29][CH:30]=[C:2]([N:35]([CH2:34][CH2:33][O:32][CH3:31])[CH3:36])[CH:3]=3)[CH:7]=[CH:8]4)=[C:17]([CH:21]=2)[C:18]([OH:20])=[O:19])[CH2:27][CH2:26]1, predict the reactants needed to synthesize it. The reactants are: Br[C:2]1[CH:3]=[C:4]([CH:28]=[CH:29][CH:30]=1)[CH2:5][N:6]1[C:14]2[C:9](=[CH:10][C:11]([NH:15][C:16]3[N:24]=[CH:23][C:22]([CH:25]4[CH2:27][CH2:26]4)=[CH:21][C:17]=3[C:18]([OH:20])=[O:19])=[CH:12][CH:13]=2)[CH:8]=[CH:7]1.[CH3:31][O:32][CH2:33][CH2:34][NH:35][CH3:36].C1(P(C2CCCCC2)C2C(OC)=CC=C(OC)C=2C2C(C(C)C)=CC(C(C)C)=CC=2C(C)C)CCCCC1.CC(C)([O-])C.[Na+].